From a dataset of Catalyst prediction with 721,799 reactions and 888 catalyst types from USPTO. Predict which catalyst facilitates the given reaction. (1) Product: [CH2:1]([NH:3][C:4]([C:6]1[N:7]=[N:8][N:9]([C:24]2[CH:29]=[C:28]([CH:30]([CH3:31])[CH3:32])[C:27]([OH:33])=[CH:26][C:25]=2[OH:41])[C:10]=1[C:11]1[CH:16]=[CH:15][C:14]([CH2:17][N:18]2[CH2:19][CH2:20][O:21][CH2:22][CH2:23]2)=[CH:13][CH:12]=1)=[O:5])[CH3:2]. Reactant: [CH2:1]([NH:3][C:4]([C:6]1[N:7]=[N:8][N:9]([C:24]2[CH:29]=[C:28]([CH:30]([CH3:32])[CH3:31])[C:27]([O:33]CC3C=CC=CC=3)=[CH:26][C:25]=2[O:41]CC2C=CC=CC=2)[C:10]=1[C:11]1[CH:16]=[CH:15][C:14]([CH2:17][N:18]2[CH2:23][CH2:22][O:21][CH2:20][CH2:19]2)=[CH:13][CH:12]=1)=[O:5])[CH3:2].[H][H]. The catalyst class is: 320. (2) Reactant: [I-:1].[I-:1].[I-:1].[CH2:4]([N:6]([CH2:21][CH3:22])[C:7]1[CH:8]=[CH:9][C:10]2[NH2+:11][C:12]3[C:17]([S:18][C:19]=2[CH:20]=1)=[CH:16][CH:15]=[CH:14][CH:13]=3)[CH3:5].[CH2:4]([N:6]([C:7]1[CH:8]=[CH:9][C:10]2[NH2+:11][C:12]3[C:17]([S:18][C:19]=2[CH:20]=1)=[CH:16][CH:15]=[CH:14][CH:13]=3)[CH2:21][CH3:22])[CH3:5].[CH2:21]([N:6]([C:7]1[CH:8]=[CH:9][C:10]2[NH2+:11][C:12]3[C:17]([S:18][C:19]=2[CH:20]=1)=[CH:16][CH:15]=[CH:14][CH:13]=3)[CH2:4][CH3:5])[CH3:22].[CH2:61]([N:63]([CH2:68][CH3:69])[CH2:64][CH2:65][NH:66][CH3:67])[CH3:62]. Product: [I-:1].[CH2:21]([N:6]([CH2:4][CH3:5])[C:7]1[CH:8]=[CH:9][C:10]2[NH2+:11][C:12]3[C:17]([S:18][C:19]=2[CH:20]=1)=[CH:16][C:15]([N:66]([CH2:65][CH2:64][N:63]([CH2:68][CH3:69])[CH2:61][CH3:62])[CH3:67])=[CH:14][CH:13]=3)[CH3:22]. The catalyst class is: 5.